This data is from Reaction yield outcomes from USPTO patents with 853,638 reactions. The task is: Predict the reaction yield, written as a fraction of the theoretical maximum amount of product (1.0 means a 100% yield; for example, 0.34 means a 34% yield). (1) The reactants are [CH:1]([C@H:14]1[CH2:19][C@H:18]([NH2:20])[CH2:17][CH2:16][O:15]1)([C:8]1[CH:13]=[CH:12][CH:11]=[CH:10][CH:9]=1)[C:2]1[CH:7]=[CH:6][CH:5]=[CH:4][CH:3]=1.[F:21][C:22]1[CH:29]=[CH:28][C:25]([CH:26]=O)=[CH:24][CH:23]=1.C(O)(=O)C.[BH3-]C#N.[Na+]. No catalyst specified. The product is [CH:1]([C@H:14]1[CH2:19][C@H:18]([NH:20][CH2:26][C:25]2[CH:28]=[CH:29][C:22]([F:21])=[CH:23][CH:24]=2)[CH2:17][CH2:16][O:15]1)([C:8]1[CH:13]=[CH:12][CH:11]=[CH:10][CH:9]=1)[C:2]1[CH:3]=[CH:4][CH:5]=[CH:6][CH:7]=1. The yield is 0.540. (2) The reactants are [Br:1][C:2]1[CH:3]=[C:4]([CH:8]([P:10](=[O:17])([O:14][CH2:15][CH3:16])[O:11][CH2:12][CH3:13])O)[CH:5]=[CH:6][CH:7]=1.CCN(S(F)(F)[F:24])CC. The catalyst is C(Cl)Cl. The product is [Br:1][C:2]1[CH:3]=[C:4]([CH:8]([P:10](=[O:17])([O:14][CH2:15][CH3:16])[O:11][CH2:12][CH3:13])[F:24])[CH:5]=[CH:6][CH:7]=1. The yield is 0.940. (3) The reactants are CN(C)C=O.C(=O)([O-])[O-].[K+].[K+].I[C:13]1[C:18]([O:19][C:20]2[C:29]3[C:24](=[CH:25][C:26]([O:32][CH3:33])=[C:27]([O:30][CH3:31])[CH:28]=3)[N:23]=[CH:22][CH:21]=2)=[CH:17][CH:16]=[C:15]([CH3:34])[N:14]=1.B(O)(O)[C:36]1[CH:41]=[CH:40][CH:39]=[C:38]([C:42]([NH2:44])=[O:43])[CH:37]=1. The catalyst is O. The product is [CH3:31][O:30][C:27]1[CH:28]=[C:29]2[C:24](=[CH:25][C:26]=1[O:32][CH3:33])[N:23]=[CH:22][CH:21]=[C:20]2[O:19][C:18]1[C:13]([C:36]2[CH:37]=[C:38]([CH:39]=[CH:40][CH:41]=2)[C:42]([NH2:44])=[O:43])=[N:14][C:15]([CH3:34])=[CH:16][CH:17]=1. The yield is 1.00. (4) The reactants are [CH:1]1(O)[CH2:4][CH2:3][CH2:2]1.N1C=CC=CC=1.[F:12][C:13]([F:26])([F:25])[S:14]([O:17]S(C(F)(F)F)(=O)=O)(=[O:16])=[O:15].[C:27]1([S:33][C:34]2[CH:39]=[CH:38][CH:37]=[CH:36][CH:35]=2)[CH:32]=[CH:31][CH:30]=[CH:29][CH:28]=1. The catalyst is C(Cl)Cl.CCCCC. The product is [F:12][C:13]([F:26])([F:25])[S:14]([O-:17])(=[O:16])=[O:15].[CH:1]1([S+:33]([C:34]2[CH:35]=[CH:36][CH:37]=[CH:38][CH:39]=2)[C:27]2[CH:32]=[CH:31][CH:30]=[CH:29][CH:28]=2)[CH2:4][CH2:3][CH2:2]1. The yield is 0.350. (5) The reactants are [CH2:1]([O:8][C:9]([N:11]([CH2:13][C:14]1[CH:19]=[CH:18][C:17]([CH:20]2[C:29](=O)[C:28]3[C:27]([C:31](OC)=[O:32])=[CH:26][CH:25]=[CH:24][C:23]=3[NH:22][CH:21]2[C:35]2[CH:40]=[CH:39][CH:38]=[CH:37][CH:36]=2)=[CH:16][CH:15]=1)[CH3:12])=[O:10])[C:2]1[CH:7]=[CH:6][CH:5]=[CH:4][CH:3]=1.O.[NH2:42][NH2:43]. The catalyst is CO. The product is [CH3:12][N:11]([CH2:13][C:14]1[CH:15]=[CH:16][C:17]([CH:20]2[C:29]3=[N:42][NH:43][C:31](=[O:32])[C:27]4[CH:26]=[CH:25][CH:24]=[C:23]([C:28]=43)[NH:22][CH:21]2[C:35]2[CH:40]=[CH:39][CH:38]=[CH:37][CH:36]=2)=[CH:18][CH:19]=1)[C:9](=[O:10])[O:8][CH2:1][C:2]1[CH:7]=[CH:6][CH:5]=[CH:4][CH:3]=1. The yield is 0.160. (6) The reactants are [Cl:1][C:2]1[CH:3]=[CH:4][C:5]([N:8]2[CH:12]=[C:11]([CH2:13][CH2:14][CH2:15][OH:16])[C:10]([CH:17]([CH2:20][CH3:21])[CH2:18][CH3:19])=[N:9]2)=[N:6][CH:7]=1.[CH2:22]([C:24]1[C:25](O)=[C:26]([CH2:30][C:31]([O:33][CH3:34])=[O:32])[CH:27]=[CH:28][CH:29]=1)[CH3:23].C(P(CCCC)CCCC)CCC.N(C(N1CCCCC1)=O)=NC(N1CCCCC1)=O. The catalyst is O1CCCC1. The product is [Cl:1][C:2]1[CH:3]=[CH:4][C:5]([N:8]2[CH:12]=[C:11]([CH2:13][CH2:14][CH2:15][O:16][C:25]3[C:24]([CH2:22][CH3:23])=[CH:29][CH:28]=[CH:27][C:26]=3[CH2:30][C:31]([O:33][CH3:34])=[O:32])[C:10]([CH:17]([CH2:20][CH3:21])[CH2:18][CH3:19])=[N:9]2)=[N:6][CH:7]=1. The yield is 0.530. (7) The reactants are [C:14]1(P([C:14]2[CH:19]=[CH:18][CH:17]=[CH:16][CH:15]=2)[C:14]2[CH:19]=[CH:18][CH:17]=[CH:16][CH:15]=2)[CH:19]=[CH:18][CH:17]=[CH:16][CH:15]=1.[CH:20]1(C(O)C)CCCC[CH2:21]1.CCOC(/N=N/C(OCC)=O)=O.O1CCCCC1[N:47]1[C:55]2[C:50](=[CH:51][C:52]([C:56]3[N:60]=[CH:59][N:58](C(C4C=CC=CC=4)(C4C=CC=CC=4)C4C=CC=CC=4)[N:57]=3)=[CH:53][CH:54]=2)[C:49]([C:80]2[CH:81]=[C:82]([OH:86])[CH:83]=[CH:84][CH:85]=2)=[N:48]1.Cl. The catalyst is O1CCCC1. The product is [NH:57]1[C:56]([C:52]2[CH:51]=[C:50]3[C:55](=[CH:54][CH:53]=2)[NH:47][N:48]=[C:49]3[C:80]2[CH:85]=[CH:84][CH:83]=[C:82]([O:86][CH2:20][CH2:21][CH:14]3[CH2:15][CH2:16][CH2:17][CH2:18][CH2:19]3)[CH:81]=2)=[N:60][CH:59]=[N:58]1. The yield is 0.520. (8) The reactants are [NH2:1][C:2]1[CH:10]=[CH:9][CH:8]=[CH:7][C:3]=1[C:4]([OH:6])=[O:5].O=S(Cl)Cl.[CH3:15]O. No catalyst specified. The product is [NH2:1][C:2]1[CH:10]=[CH:9][CH:8]=[CH:7][C:3]=1[C:4]([O:6][CH3:15])=[O:5]. The yield is 0.930. (9) The reactants are [C:1]([C:5]1[CH:6]=[C:7]([CH:11]=[C:12]([C:14]([CH3:17])([CH3:16])[CH3:15])[CH:13]=1)[C:8](O)=[O:9])([CH3:4])([CH3:3])[CH3:2].C(N(CC)CC)C.Cl.[CH3:26][O:27][NH:28][CH3:29].C1C=CC2N(O)N=NC=2C=1. The catalyst is CN(C=O)C.O.C(Cl)CCl. The product is [C:1]([C:5]1[CH:6]=[C:7]([CH:11]=[C:12]([C:14]([CH3:17])([CH3:16])[CH3:15])[CH:13]=1)[C:8]([N:28]([O:27][CH3:26])[CH3:29])=[O:9])([CH3:4])([CH3:3])[CH3:2]. The yield is 1.00. (10) The reactants are [NH2:1][C:2]1[CH:15]=[CH:14][C:13]([Cl:16])=[CH:12][C:3]=1[C:4]([C:6]1[CH:11]=[CH:10][CH:9]=[CH:8][CH:7]=1)=[O:5].C(=O)([O-])[O-].[K+].[K+].[Br:23][CH2:24][C:25](Br)=[O:26]. The catalyst is C(#N)C. The product is [C:4]([C:3]1[CH:12]=[C:13]([Cl:16])[CH:14]=[CH:15][C:2]=1[NH:1][C:25](=[O:26])[CH2:24][Br:23])(=[O:5])[C:6]1[CH:7]=[CH:8][CH:9]=[CH:10][CH:11]=1. The yield is 0.870.